Dataset: CYP2D6 inhibition data for predicting drug metabolism from PubChem BioAssay. Task: Regression/Classification. Given a drug SMILES string, predict its absorption, distribution, metabolism, or excretion properties. Task type varies by dataset: regression for continuous measurements (e.g., permeability, clearance, half-life) or binary classification for categorical outcomes (e.g., BBB penetration, CYP inhibition). Dataset: cyp2d6_veith. (1) The molecule is Cc1ccc(SCC(=O)NNC(=O)C2CCCCC2)cc1. The result is 0 (non-inhibitor). (2) The drug is Cl.c1ccc(CSc2nnc([C@@H]3CCCN3)o2)cc1. The result is 0 (non-inhibitor). (3) The compound is CN1C2CCC1CC(OC(=O)c1ccc(Cl)cc1)C2.Cl. The result is 1 (inhibitor). (4) The drug is Nc1ncnc2c1nc(Br)n2[C@H]1O[C@H]2COP(=O)([O-])O[C@H]2[C@@H]1O. The result is 0 (non-inhibitor). (5) The drug is COc1ccc(NC2=Nc3cccc4cccc2c34)cc1OC. The result is 1 (inhibitor). (6) The drug is O=C(O)c1cccnc1C(=O)O. The result is 0 (non-inhibitor). (7) The molecule is NS(=O)(=O)c1ccc(N=Nc2nc3[nH]c(=O)[nH]c(=O)c3[nH]2)cc1. The result is 0 (non-inhibitor). (8) The drug is Cc1cccc(N(CC(=O)N2CCOCC2)S(C)(=O)=O)c1. The result is 0 (non-inhibitor). (9) The drug is COc1ccc(C[C@H]2NC[C@H](O)[C@@H]2OC(C)=O)cc1. The result is 1 (inhibitor).